Dataset: Catalyst prediction with 721,799 reactions and 888 catalyst types from USPTO. Task: Predict which catalyst facilitates the given reaction. (1) Reactant: [CH2:1]([O:8][C:9]1[CH:10]=[C:11]([O:21][C:22]2[CH:27]=[CH:26][C:25]([S:28]([CH3:31])(=[O:30])=[O:29])=[CH:24][CH:23]=2)[CH:12]=[C:13]2[C:17]=1[NH:16][C:15]([C:18]([OH:20])=O)=[CH:14]2)[C:2]1[CH:7]=[CH:6][CH:5]=[CH:4][CH:3]=1.Cl.C[N:34](C)CCCN=C=NCC.[NH4+].ON1C2C=CC=CC=2N=N1.CN(C)C=O. Product: [CH2:1]([O:8][C:9]1[CH:10]=[C:11]([O:21][C:22]2[CH:27]=[CH:26][C:25]([S:28]([CH3:31])(=[O:29])=[O:30])=[CH:24][CH:23]=2)[CH:12]=[C:13]2[C:17]=1[NH:16][C:15]([C:18]([NH2:34])=[O:20])=[CH:14]2)[C:2]1[CH:7]=[CH:6][CH:5]=[CH:4][CH:3]=1. The catalyst class is: 6. (2) Reactant: [NH:1]=[C:2]([C:17]1[CH:22]=[CH:21][CH:20]=[CH:19][CH:18]=1)[NH:3][NH:4][C:5]([C:7]1[NH:8][C:9]2[C:14]([CH:15]=1)=[CH:13][C:12]([Cl:16])=[CH:11][CH:10]=2)=[O:6].Cl.C(OCC)(=O)C.C(OC(C)C)(C)C. Product: [ClH:16].[NH:1]=[C:2]([C:17]1[CH:22]=[CH:21][CH:20]=[CH:19][CH:18]=1)[NH:3][NH:4][C:5]([C:7]1[NH:8][C:9]2[C:14]([CH:15]=1)=[CH:13][C:12]([Cl:16])=[CH:11][CH:10]=2)=[O:6]. The catalyst class is: 5.